This data is from Peptide-MHC class II binding affinity with 134,281 pairs from IEDB. The task is: Regression. Given a peptide amino acid sequence and an MHC pseudo amino acid sequence, predict their binding affinity value. This is MHC class II binding data. (1) The peptide sequence is GKIDFLNNYALFLSP. The MHC is HLA-DPA10103-DPB10301 with pseudo-sequence HLA-DPA10103-DPB10301. The binding affinity (normalized) is 0.358. (2) The peptide sequence is AILRRRRRIAEPATC. The MHC is HLA-DQA10101-DQB10501 with pseudo-sequence HLA-DQA10101-DQB10501. The binding affinity (normalized) is 0.336. (3) The peptide sequence is IAFGSMAKKGDEQKL. The binding affinity (normalized) is 0.182. The MHC is HLA-DQA10301-DQB10302 with pseudo-sequence HLA-DQA10301-DQB10302. (4) The peptide sequence is AKRMIAISAKVARDI. The MHC is HLA-DPA10201-DPB10501 with pseudo-sequence HLA-DPA10201-DPB10501. The binding affinity (normalized) is 0.260. (5) The peptide sequence is NCNIAPLMVAYMLER. The MHC is DRB1_0101 with pseudo-sequence DRB1_0101. The binding affinity (normalized) is 0.685. (6) The peptide sequence is LSAEYAAVADELIGL. The MHC is DRB1_1101 with pseudo-sequence DRB1_1101. The binding affinity (normalized) is 0.0242. (7) The MHC is HLA-DQA10102-DQB10602 with pseudo-sequence HLA-DQA10102-DQB10602. The binding affinity (normalized) is 0.620. The peptide sequence is INEPTAAAIPYGLDR. (8) The peptide sequence is TPLTLVDICFWSTLF. The MHC is DRB1_0701 with pseudo-sequence DRB1_0701. The binding affinity (normalized) is 0.161. (9) The peptide sequence is YDKFLANDSTVLTGK. The MHC is DRB1_0404 with pseudo-sequence DRB1_0404. The binding affinity (normalized) is 0.600.